Dataset: Experimentally validated miRNA-target interactions with 360,000+ pairs, plus equal number of negative samples. Task: Binary Classification. Given a miRNA mature sequence and a target amino acid sequence, predict their likelihood of interaction. (1) The miRNA is hsa-miR-519d-5p with sequence CCUCCAAAGGGAAGCGCUUUCUGUU. The protein sequence of the target gene is MASLVAYDDSDSETEADPARSGDAAGQISDASGMSRPSGMGFASSTVGVTKEGAQHTGNSPNEDPGMQRLPLARLWRSDPGSCPSQRLQWPSKEPDTTFPPSEPPRPSLWMSRAPVGHVPLAAACLKPLKPAWDVLKPSHDQSTFESTAGNASSSQRKRGEDCVLPYIPKRLRQLQALNPEAGGGKDGEPPGPPAGCAPAPLCVAPTVSEFIQPYLNSQYRETTVPKKVLFHLRGHRGPVNSIQWCPVFCKSHMLLSASMDKTFKVWNAVDSGHCLQTYSVHSEAVRAARWSPCGRRILS.... Result: 0 (no interaction). (2) The miRNA is dme-miR-263b-5p with sequence CUUGGCACUGGGAGAAUUCAC. The protein sequence of the target gene is MAAAPRGIWEQRRLGCGLGPLARLLILAQALRLLPAARAGLCPAPCACRLPLLDCSRRKLPAPSWRALSGPLPSDISSLDLSHNRLSNWNNTLESQTLQEVKMNYNELTEIPYFGEPTPNITLLSLVHNLIPEINAEAFELYSALESLDLSSNIISEIKTSSFPRMSLKYLNLSNNRISTLEAGCFDNLSDSLLVVKLNRNRISMIPPKVFKLPHLQFLELKRNRIKIVEGLTFQGLDSLRSLKMQRNGISKLKDGAFFGLNNMEELELEHNNLTGVNKGWLYGLRMLQQLYMSQNAIEK.... Result: 0 (no interaction). (3) The miRNA is mmu-miR-5121 with sequence AGCUUGUGAUGAGACAUCUCC. The protein sequence of the target gene is MTKESKDMDCYLRRLKQELMSMKEVGDGLQDQMNCMMGALQELKLLQVQTALEQLEISGGTPTFSCPESSQEQPECPRWQGSGGPAGPAAWTSSSQPSFDSSPKLPCRRSVCGKELAVLPKTQLPEEHQSCTQQGTEWVEPDDWTSTLMSRGRNRQPLVLGDNVFADLVGNWLDLPELEKGGEKGETGGSIEPKGEKGQSRELGRKFALTANIFRKFLRSVRPDRDRLLKEKPGWMTPMVSESRAGRSKKVKKRSLSKGSGRFPFSSTGEPRHIETPATSSPKALEPSCRGFDINTAVWV.... Result: 1 (interaction). (4) The miRNA is hsa-miR-526b-3p with sequence GAAAGUGCUUCCUUUUAGAGGC. The protein sequence of the target gene is MRRSTTISIASKANKFLNLCLLQKGNPVIVPFISRFWGRTFSTKRSSMNLEEEIDLFCKMIQSRPLPSIVDFSKVLSKIAKSKNYDLVISLFHHMEVCGIGHDLYSYNIVINCLCRCSRFVIALSVVGKMMKFGYEPDVVTVSSLINGFCQGNRVFDAIDLVSKMEEMGFRPDVVIYNTIIDGSCKIGLVNDAVELFDRMERDGVRADAVTYNSLVAGLCCSGRWSDAARLMRDMVMRDIVPNVITFTAVIDVFVKEGKFSEAMKLYEEMTRRCVDPDVFTYNSLINGLCMHGRVDEAKQ.... Result: 0 (no interaction). (5) The miRNA is hsa-miR-1260b with sequence AUCCCACCACUGCCACCAU. The protein sequence of the target gene is MLLLLGLCLGLPLFSESQEEARSWDDTSEQVVLRVPRQLRLLQRLKTKPLMAEFSVKSTIISRYAFTTVSCRMLNRASEDQEAEFQMQIPESAFITNFTMLIGDSVYRGEITQKDKKSSESVKDKRNRTSDDNEENGSDMFKASLVIPSKDKAAFFLSYEELLQRRLGKYEHSISVRPQQLVGRLTVEVDILERSGITSLEVLPLHNSRKKGSGKAEGDVGPPPSTLINQNETFAKVIFKPTVVQQAKIAQNGILGDFIVRYDVEREQNIGDIQVLNGYFVHYFAPKNLPPLPKNVVFVL.... Result: 0 (no interaction). (6) The miRNA is hsa-miR-5589-3p with sequence UGCACAUGGCAACCUAGCUCCCA. The protein sequence of the target gene is MASNHPAFSFHQKQVLRQELTQIQSSLNGGGGHGGKGAPGPGGALPTCPACHKITPRTEAPVSSVSNSLENALHTSAHSTEESLPKRPLGKHSKVSVEKIDLKGLSHTKNDRNVECSFEVLWSDSSITSVTKSSSEVTEFISKLCQLYPEENLEKLIPCLAGPDAFYVERNHVDLDSGLRYLASLPSHVLKNDHVRRFLSTSSPPQQLQSPSPGNPSLSKVGTVMGVSGRPVCGVAGIPSSQSGAQHHGQHPAGSAAPLPHCSHAGSAGSALAYRTQMDTSPAILMPSSLQTPQTQEQNG.... Result: 1 (interaction). (7) The miRNA is mmu-miR-24-3p with sequence UGGCUCAGUUCAGCAGGAACAG. The protein sequence of the target gene is MPSDFISLLSADLDLESPKSLYSRESVYDLLPKELQLPPPRETSVASMSQTSGGEAGSPPPAVVAADASSAPSSSSMGGACSSFTTSSSPTIYSTSVTDSKAMQVESCSSAVGVSNRGVSEKQLTGNTVQQHPSTPKRHTVLYISPPPEDLLDNSRMSCQDEGCGLESEQSCSMWMEDSPSNFSNMSTSSYNDNTEVPRKSRKRNPKQRPGVKRRDCEESNMDIFDADSAKAPHYVLSQLTTDNKGNSKAGNGTLDSQKGTGVKKSPMLCGQYPVKSEGKELKIVVQPETQHRARYLTEG.... Result: 1 (interaction). (8) The miRNA is hsa-miR-6513-5p with sequence UUUGGGAUUGACGCCACAUGUCU. The protein sequence of the target gene is MEKLFIAAGLFVGLVCLVKCMRFSQHLFLRFCKALPSSFLRSMGQWAVITGAGDGIGKAYSFELARHGLNVVLISRTLEKLQTIAEEIERTTGSCVKIVQADFTREDIYDHIKEHLEGLEIGILVNNVGMLPSFFPSHFLSTSGESQNLIHCNITSVVKMTQLVLKHMESRRKGLILNISSGAALRPWPLYSLYSASKAFVYTFSKALSVEYRDKGIIIQVLTPYSISTPMTKYLNNKMTKTADEFVKESLKYVTIGAESCGCLAHEIIAIILNRIPSRIFYSSTAQRFLLTRYSDYLKR.... Result: 0 (no interaction). (9) The miRNA is hsa-miR-504-5p with sequence AGACCCUGGUCUGCACUCUAUC. The protein sequence of the target gene is MSEPQPRGAERDLYRDTWVRYLGYANEVGEAFRSLVPAAVVWLSYGVASSYVLADAIDKGKKAGEVPSPEAGRSARVTVAVVDTFVWQALASVAIPGFTINRVCAASLYVLGTATRWPLAVRKWTTTALGLLTIPIIIHPIDRSVDFLLDSSLRKLYPTVGKPSSS. Result: 1 (interaction).